From a dataset of Reaction yield outcomes from USPTO patents with 853,638 reactions. Predict the reaction yield, written as a fraction of the theoretical maximum amount of product (1.0 means a 100% yield; for example, 0.34 means a 34% yield). (1) The reactants are Br[C:2]1[CH:3]=[C:4]([S:8]([NH:11][C:12]2[CH:17]=[CH:16][CH:15]=[CH:14][C:13]=2[S:18](=[O:21])(=[O:20])[NH2:19])(=[O:10])=[O:9])[CH:5]=[CH:6][CH:7]=1.[CH3:22][C:23]([CH3:27])([CH3:26])[C:24]#[CH:25]. No catalyst specified. The product is [CH3:22][C:23]([CH3:27])([CH3:26])[C:24]#[C:25][C:2]1[CH:3]=[C:4]([S:8]([NH:11][C:12]2[CH:17]=[CH:16][CH:15]=[CH:14][C:13]=2[S:18](=[O:21])(=[O:20])[NH2:19])(=[O:10])=[O:9])[CH:5]=[CH:6][CH:7]=1. The yield is 0.270. (2) The catalyst is C(Cl)Cl. The reactants are [CH2:1]([NH:8][CH2:9][CH2:10][CH2:11][OH:12])[C:2]1[CH:7]=[CH:6][CH:5]=[CH:4][CH:3]=1.C(N(CC)CC)C.[Cl:20][CH2:21][C:22](Cl)=[O:23]. The product is [CH2:1]([N:8]([CH2:9][CH2:10][CH2:11][OH:12])[C:22](=[O:23])[CH2:21][Cl:20])[C:2]1[CH:7]=[CH:6][CH:5]=[CH:4][CH:3]=1. The yield is 0.930. (3) The reactants are [F:1][CH:2]([F:12])[CH2:3][N:4]1[CH:8]=[C:7]([N+:9]([O-:11])=[O:10])[CH:6]=[N:5]1.C[Si](C)(C)[N-][Si](C)(C)C.[Li+].[Cl:23]C(Cl)(Cl)C(Cl)(Cl)Cl.[Cl-].[NH4+]. The catalyst is C1COCC1.O. The product is [Cl:23][C:8]1[N:4]([CH2:3][CH:2]([F:1])[F:12])[N:5]=[CH:6][C:7]=1[N+:9]([O-:11])=[O:10]. The yield is 0.370. (4) The reactants are C[O:2][C:3](=O)[CH2:4][O:5][CH:6]1[CH2:11][CH2:10][CH2:9][N:8]([C:12]([O:14][C:15]([CH3:18])([CH3:17])[CH3:16])=[O:13])[CH2:7]1.[H-].[H-].[H-].[H-].[Li+].[Al+3]. The catalyst is C1COCC1. The product is [OH:2][CH2:3][CH2:4][O:5][CH:6]1[CH2:11][CH2:10][CH2:9][N:8]([C:12]([O:14][C:15]([CH3:18])([CH3:17])[CH3:16])=[O:13])[CH2:7]1. The yield is 0.300. (5) The reactants are [Cl:1][C:2]1[CH:3]=[CH:4][C:5]([NH:8][C:9](=[O:28])[C:10]2[CH:15]=[C:14]([C:16]([O:18][CH3:19])=[O:17])[CH:13]=[CH:12][C:11]=2[NH:20][CH2:21][CH:22]2[CH2:27][CH2:26][NH:25][CH2:24][CH2:23]2)=[N:6][CH:7]=1.Cl[C:30]1[CH:35]=[CH:34][N:33]=[C:32]([C:36]([OH:38])=[O:37])[CH:31]=1. No catalyst specified. The product is [Cl:1][C:2]1[CH:3]=[CH:4][C:5]([NH:8][C:9](=[O:28])[C:10]2[CH:15]=[C:14]([C:16]([O:18][CH3:19])=[O:17])[CH:13]=[CH:12][C:11]=2[NH:20][CH2:21][CH:22]2[CH2:27][CH2:26][N:25]([C:30]3[CH:35]=[CH:34][N:33]=[C:32]([C:36]([OH:38])=[O:37])[CH:31]=3)[CH2:24][CH2:23]2)=[N:6][CH:7]=1. The yield is 0.820.